From a dataset of Reaction yield outcomes from USPTO patents with 853,638 reactions. Predict the reaction yield, written as a fraction of the theoretical maximum amount of product (1.0 means a 100% yield; for example, 0.34 means a 34% yield). (1) The reactants are Cl.[NH2:2][C@H:3]([C:21]([N:23]1[CH2:62][CH2:61][CH2:60][C@H:24]1[C:25]([NH:27][C@H:28]([C:30]([NH:32][C@H:33]([C:50]([O:52][CH2:53][C:54]1[CH:59]=[CH:58][CH:57]=[CH:56][CH:55]=1)=[O:51])[CH2:34][CH2:35][CH2:36][CH2:37][NH:38][C:39]([O:41][CH2:42][C:43]1[CH:49]=[CH:48][CH:47]=[CH:46][C:44]=1[Cl:45])=[O:40])=[O:31])[CH3:29])=[O:26])=[O:22])[CH2:4][CH2:5][CH2:6][NH:7][C:8](=[NH:20])[NH:9][S:10]([C:13]1[CH:19]=[CH:18][C:16]([CH3:17])=[CH:15][CH:14]=1)(=[O:12])=[O:11].[NH:63]([C:81]([O:83][C:84]([CH3:87])([CH3:86])[CH3:85])=[O:82])[C@H:64]([C:69](OC1C=CC([N+]([O-])=O)=CC=1)=[O:70])[CH2:65][C:66](=[O:68])[NH2:67].C(Cl)(Cl)Cl.CO. The catalyst is O1CCCC1. The product is [NH:63]([C:81]([O:83][C:84]([CH3:87])([CH3:86])[CH3:85])=[O:82])[C@H:64]([C:69]([NH:2][C@H:3]([C:21]([N:23]1[CH2:62][CH2:61][CH2:60][C@H:24]1[C:25]([NH:27][C@H:28]([C:30]([NH:32][C@H:33]([C:50]([O:52][CH2:53][C:54]1[CH:59]=[CH:58][CH:57]=[CH:56][CH:55]=1)=[O:51])[CH2:34][CH2:35][CH2:36][CH2:37][NH:38][C:39]([O:41][CH2:42][C:43]1[CH:49]=[CH:48][CH:47]=[CH:46][C:44]=1[Cl:45])=[O:40])=[O:31])[CH3:29])=[O:26])=[O:22])[CH2:4][CH2:5][CH2:6][NH:7][C:8](=[NH:20])[NH:9][S:10]([C:13]1[CH:14]=[CH:15][C:16]([CH3:17])=[CH:18][CH:19]=1)(=[O:11])=[O:12])=[O:70])[CH2:65][C:66](=[O:68])[NH2:67]. The yield is 0.570. (2) The reactants are [CH2:1]([N:8]1[CH:13]=[CH:12][CH:11]=[C:10]([C:14]([NH:16][C@H:17]([CH2:22][CH2:23][CH2:24][NH:25][C:26]([NH:28][S:29]([C:32]2[C:33]([CH3:46])=[C:34]3[C:39](=[C:40]([CH3:43])[C:41]=2[CH3:42])[O:38][C:37]([CH3:45])([CH3:44])[CH2:36][CH2:35]3)(=[O:31])=[O:30])=[NH:27])[C:18]([O:20]C)=[O:19])=[O:15])[C:9]1=[O:47])[C:2]1[CH:7]=[CH:6][CH:5]=[CH:4][CH:3]=1.C1COCC1.CO.[OH-].[Na+]. The catalyst is O. The product is [CH2:1]([N:8]1[CH:13]=[CH:12][CH:11]=[C:10]([C:14]([NH:16][C@H:17]([CH2:22][CH2:23][CH2:24][NH:25][C:26]([NH:28][S:29]([C:32]2[C:33]([CH3:46])=[C:34]3[C:39](=[C:40]([CH3:43])[C:41]=2[CH3:42])[O:38][C:37]([CH3:44])([CH3:45])[CH2:36][CH2:35]3)(=[O:30])=[O:31])=[NH:27])[C:18]([OH:20])=[O:19])=[O:15])[C:9]1=[O:47])[C:2]1[CH:3]=[CH:4][CH:5]=[CH:6][CH:7]=1. The yield is 0.980.